The task is: Binary Classification. Given a drug SMILES string, predict its activity (active/inactive) in a high-throughput screening assay against a specified biological target.. This data is from M1 muscarinic receptor antagonist screen with 61,756 compounds. (1) The molecule is FC(F)(F)c1cc(Nc2nc3c(n4c2nnc4)cccc3)c(N2CCOCC2)cc1. The result is 0 (inactive). (2) The drug is o1c2c(n(CCCOc3c(OC)cccc3)c1=O)cc(cc2)C. The result is 0 (inactive). (3) The compound is O=C1NC(c2c1n[nH]c2C)c1ccc(OCC)cc1. The result is 0 (inactive).